Predict which catalyst facilitates the given reaction. From a dataset of Catalyst prediction with 721,799 reactions and 888 catalyst types from USPTO. (1) Product: [N:4]1[CH:5]=[CH:6][CH:7]=[C:2]([CH:24]([C:22]2[N:21]=[CH:20][N:19]([CH2:18][O:17][CH2:16][CH2:15][Si:14]([CH3:27])([CH3:26])[CH3:13])[CH:23]=2)[OH:25])[CH:3]=1. The catalyst class is: 28. Reactant: Br[C:2]1[CH:3]=[N:4][CH:5]=[CH:6][CH:7]=1.[Li]CCCC.[CH3:13][Si:14]([CH3:27])([CH3:26])[CH2:15][CH2:16][O:17][CH2:18][N:19]1[CH:23]=[C:22]([CH:24]=[O:25])[N:21]=[CH:20]1.C(OCC)(=O)C. (2) Reactant: [S:1]1[CH:5]=[CH:4][C:3]2[C:6]([C:10]3[N:11]4[CH2:19][CH2:18][N:17]=[C:12]4[S:13][C:14]=3[S:15][CH3:16])=[CH:7][CH:8]=[CH:9][C:2]1=2.[C:20]([OH:27])(=[O:26])/[CH:21]=[CH:22]/[C:23]([OH:25])=[O:24]. Product: [C:20]([OH:27])(=[O:26])/[CH:21]=[CH:22]/[C:23]([OH:25])=[O:24].[S:1]1[CH:5]=[CH:4][C:3]2[C:6]([C:10]3[N:11]4[CH2:19][CH2:18][N:17]=[C:12]4[S:13][C:14]=3[S:15][CH3:16])=[CH:7][CH:8]=[CH:9][C:2]1=2. The catalyst class is: 5. (3) Reactant: C1(C)C=CC(S(CC[O:12][C:13](=[O:49])[C:14]2[CH:19]=[C:18]([S:20]([N:23]3[C:27]4[CH:28]=[CH:29][C:30]([O:32][CH3:33])=[CH:31][C:26]=4[N:25]=[C:24]3[S:34]([CH2:36][C:37]3[C:42]([CH3:43])=[C:41]([O:44][CH3:45])[C:40]([CH3:46])=[CH:39][N:38]=3)=[O:35])(=[O:22])=[O:21])[CH:17]=[CH:16][C:15]=2[O:47][CH3:48])(=O)=O)=CC=1.C1(C)C=CC(S(CC[O:62][C:63](=[O:99])[C:64]2[CH:69]=[C:68]([S:70]([N:73]3[C:77]4[CH:78]=[C:79]([O:82][CH3:83])[CH:80]=[CH:81][C:76]=4[N:75]=[C:74]3[S:84]([CH2:86][C:87]3[C:92]([CH3:93])=[C:91]([O:94][CH3:95])[C:90]([CH3:96])=[CH:89][N:88]=3)=[O:85])(=[O:72])=[O:71])[CH:67]=[CH:66][C:65]=2[O:97][CH3:98])(=O)=O)=CC=1.C(=O)(O)[O-].[Na+:105]. The catalyst class is: 47. Product: [Na+:105].[CH3:48][O:47][C:15]1[CH:16]=[CH:17][C:18]([S:20]([N:23]2[C:27]3[CH:28]=[CH:29][C:30]([O:32][CH3:33])=[CH:31][C:26]=3[N:25]=[C:24]2[S:34]([CH2:36][C:37]2[C:42]([CH3:43])=[C:41]([O:44][CH3:45])[C:40]([CH3:46])=[CH:39][N:38]=2)=[O:35])(=[O:21])=[O:22])=[CH:19][C:14]=1[C:13]([O-:49])=[O:12].[Na+:105].[CH3:98][O:97][C:65]1[CH:66]=[CH:67][C:68]([S:70]([N:73]2[C:77]3[CH:78]=[C:79]([O:82][CH3:83])[CH:80]=[CH:81][C:76]=3[N:75]=[C:74]2[S:84]([CH2:86][C:87]2[C:92]([CH3:93])=[C:91]([O:94][CH3:95])[C:90]([CH3:96])=[CH:89][N:88]=2)=[O:85])(=[O:71])=[O:72])=[CH:69][C:64]=1[C:63]([O-:99])=[O:62]. (4) Reactant: Cl.Cl.[Cl:3][C:4]1[C:5]([N:10]2[CH2:15][CH2:14][N:13]([CH2:16][CH2:17][NH:18][CH3:19])[CH2:12][CH2:11]2)=[N:6][CH:7]=[CH:8][N:9]=1.C(N(CC)CC)C.[C:27]1([S:33](Cl)(=[O:35])=[O:34])[CH:32]=[CH:31][CH:30]=[CH:29][CH:28]=1.Cl. Product: [Cl:3][C:4]1[C:5]([N:10]2[CH2:11][CH2:12][N:13]([CH2:16][CH2:17][N:18]([CH3:19])[S:33]([C:27]3[CH:32]=[CH:31][CH:30]=[CH:29][CH:28]=3)(=[O:35])=[O:34])[CH2:14][CH2:15]2)=[N:6][CH:7]=[CH:8][N:9]=1. The catalyst class is: 4. (5) Reactant: Br[CH2:2][C:3]1[CH:8]=[C:7]([C:9]([F:12])([F:11])F)[CH:6]=[C:5]([O:13][CH3:14])[CH:4]=1.[Cl:15][C:16]1[CH:21]=[C:20]([S:22][CH3:23])[CH:19]=[CH:18][C:17]=1B(O)O.[F-:27].[Cs+].C1C=C(Cl)C=C(C(OO)=[O:37])C=1.[OH2:40]. Product: [Cl:15][C:16]1[CH:21]=[C:20]([S:22]([CH3:23])(=[O:37])=[O:40])[CH:19]=[CH:18][C:17]=1[CH2:2][C:3]1[CH:8]=[C:7]([C:9]([F:11])([F:12])[F:27])[CH:6]=[C:5]([O:13][CH3:14])[CH:4]=1. The catalyst class is: 258. (6) The catalyst class is: 14. Reactant: [NH2:1][C:2]1[N:7]=[C:6]([N:8]2[C:16]3[C:11](=[CH:12][CH:13]=[C:14]([C:17]#[C:18][C:19]([CH3:31])([CH3:30])[C:20](OCC4C=CC=CC=4)=[O:21])[CH:15]=3)[C@@:10]([CH2:33][OH:34])([CH3:32])[CH2:9]2)[C:5]([Cl:35])=[CH:4][N:3]=1.[BH4-].[Na+]. Product: [NH2:1][C:2]1[N:7]=[C:6]([N:8]2[C:16]3[C:11](=[CH:12][CH:13]=[C:14]([C:17]#[C:18][C:19]([CH3:30])([CH3:31])[CH2:20][OH:21])[CH:15]=3)[C@@:10]([CH2:33][OH:34])([CH3:32])[CH2:9]2)[C:5]([Cl:35])=[CH:4][N:3]=1. (7) Reactant: [C:1]([C:3]1[CH:8]=[CH:7][C:6]([S:9](Cl)(=[O:11])=[O:10])=[CH:5][CH:4]=1)#[N:2].[NH:13]1[CH2:18][CH2:17][CH2:16][CH2:15][CH2:14]1.C(N(CC)CC)C. Product: [N:13]1([S:9]([C:6]2[CH:7]=[CH:8][C:3]([C:1]#[N:2])=[CH:4][CH:5]=2)(=[O:11])=[O:10])[CH2:18][CH2:17][CH2:16][CH2:15][CH2:14]1. The catalyst class is: 4. (8) Reactant: Br.[NH2:2][C:3]1[CH:4]=[C:5]([C:8]([O:10][CH3:11])=[O:9])[S:6][CH:7]=1.[N:12]([O-])=O.[Na+].[F:16][P-:17]([F:22])([F:21])([F:20])([F:19])[F:18].[H+]. Product: [F:16][P-:17]([F:22])([F:21])([F:20])([F:19])[F:18].[CH3:11][O:10][C:8]([C:5]1[S:6][CH:7]=[C:3]([N+:2]#[N:12])[CH:4]=1)=[O:9]. The catalyst class is: 126.